From a dataset of Reaction yield outcomes from USPTO patents with 853,638 reactions. Predict the reaction yield, written as a fraction of the theoretical maximum amount of product (1.0 means a 100% yield; for example, 0.34 means a 34% yield). The catalyst is O. The product is [Cl:1][C:2]1[CH:9]=[C:8]([CH:11]([CH2:17][C:24]([O:29][CH3:28])=[O:25])[CH2:12][C:13]([O:15][CH3:16])=[O:14])[CH:7]=[CH:4][CH:3]=1. The reactants are [Cl:1][C:2]1[CH:3]=[C:4]([CH:7]=[CH:8][CH:9]=1)C=O.O=[C:11]([CH3:17])[CH2:12][C:13]([O:15][CH3:16])=[O:14].N1CCCCC1.[CH3:24][O-:25].[Na+].Cl.[CH3:28][OH:29]. The yield is 0.520.